Predict the reactants needed to synthesize the given product. From a dataset of Full USPTO retrosynthesis dataset with 1.9M reactions from patents (1976-2016). (1) Given the product [Cl:15][C:7]1[CH:6]=[CH:5][C:4]2[C:9](=[CH:10][CH:11]=[C:2]([F:1])[CH:3]=2)[N:8]=1, predict the reactants needed to synthesize it. The reactants are: [F:1][C:2]1[CH:3]=[C:4]2[C:9](=[CH:10][CH:11]=1)[NH:8][C:7](=O)[CH:6]=[CH:5]2.P(Cl)(Cl)([Cl:15])=O.[OH-].[Na+]. (2) Given the product [Br:34][CH2:35][C@H:36]([C:38]1[CH:39]=[CH:40][C:41]([O:44][C:45]([F:46])([F:47])[F:48])=[CH:42][CH:43]=1)[OH:37], predict the reactants needed to synthesize it. The reactants are: B1(C)OC(C2C=CC=CC=2)(C2C=CC=CC=2)[C@H]2N1CCC2.B.C(N(CC)C1C=CC=CC=1)C.[Br:34][CH2:35][C:36]([C:38]1[CH:43]=[CH:42][C:41]([O:44][C:45]([F:48])([F:47])[F:46])=[CH:40][CH:39]=1)=[O:37]. (3) Given the product [C:1]([O:5][C:6]([N:8]1[CH2:12][C@@H:11]([CH2:13][N:14]([CH:31]([CH3:32])[CH3:33])[C:15](=[O:30])[C:16]2[CH:21]=[CH:20][C:19]([O:22][CH3:23])=[C:18]([O:24][CH2:25][CH2:26][CH2:27][O:28][CH3:29])[CH:17]=2)[C@H:10]([CH2:34][N:35]([CH:36]2[CH2:37][CH2:38]2)[C:41]([N:40]([CH3:39])[C:44]2[CH:49]=[CH:48][CH:47]=[CH:46][CH:45]=2)=[O:42])[CH2:9]1)=[O:7])([CH3:3])([CH3:4])[CH3:2], predict the reactants needed to synthesize it. The reactants are: [C:1]([O:5][C:6]([N:8]1[CH2:12][C@@H:11]([CH2:13][N:14]([CH:31]([CH3:33])[CH3:32])[C:15](=[O:30])[C:16]2[CH:21]=[CH:20][C:19]([O:22][CH3:23])=[C:18]([O:24][CH2:25][CH2:26][CH2:27][O:28][CH3:29])[CH:17]=2)[C@H:10]([CH2:34][NH:35][CH:36]2[CH2:38][CH2:37]2)[CH2:9]1)=[O:7])([CH3:4])([CH3:3])[CH3:2].[CH3:39][N:40]([C:44]1[CH:49]=[CH:48][CH:47]=[CH:46][CH:45]=1)[C:41](Cl)=[O:42].C(N(CC)CC)C.Cl.